From a dataset of Peptide-MHC class II binding affinity with 134,281 pairs from IEDB. Regression. Given a peptide amino acid sequence and an MHC pseudo amino acid sequence, predict their binding affinity value. This is MHC class II binding data. (1) The peptide sequence is RQAEPSLYGRHNCRC. The MHC is DRB1_1501 with pseudo-sequence DRB1_1501. The binding affinity (normalized) is 0.0644. (2) The peptide sequence is SPFGQAAAGKKPS. The MHC is HLA-DQA10501-DQB10301 with pseudo-sequence HLA-DQA10501-DQB10301. The binding affinity (normalized) is 0.260.